Dataset: Full USPTO retrosynthesis dataset with 1.9M reactions from patents (1976-2016). Task: Predict the reactants needed to synthesize the given product. (1) Given the product [F:1][C:2]1[CH:3]=[C:4]2[C:5](=[CH:6][CH:7]=1)[N:8]=[C:9]([OH:20])[C:10]([C:14]1[CH:19]=[CH:18][CH:17]=[CH:16][CH:15]=1)=[C:11]2[OH:13], predict the reactants needed to synthesize it. The reactants are: [F:1][C:2]1[CH:7]=[CH:6][C:5]([NH:8][C:9](=[O:20])[CH:10]([C:14]2[CH:19]=[CH:18][CH:17]=[CH:16][CH:15]=2)[C:11]([OH:13])=O)=[CH:4][CH:3]=1.[OH-].[Na+]. (2) Given the product [C:12]([CH:8]1[CH2:1][CH2:2][CH2:3][C:4](=[O:52])[CH:5]([O:9][SiH:43]([CH3:44])[CH3:39])[CH2:6][CH2:7]1)([CH3:14])([CH3:35])[CH3:11], predict the reactants needed to synthesize it. The reactants are: [CH:1]1(O)[CH2:8][CH2:7][CH2:6][CH:5]([OH:9])[CH2:4][CH2:3][CH2:2]1.[CH3:11][C:12]([CH3:14])=O.OS(O)(=O)=O.O=[Cr](=O)=O.S(=O)(=O)(O)O.[Cr](O)(O)(=O)=O.N1C=CN=[CH:35]1.[C:39]([Si:43](Cl)(C)[CH3:44])(C)(C)C.C(=O)(O)[O-].[Na+].[OH2:52]. (3) Given the product [CH3:33][C:32]1[CH:31]=[CH:30][N:29]=[CH:28][C:27]=1[C:9]1[CH:10]=[C:11]2[C:15](=[CH:16][CH:17]=1)[CH2:14][CH:13]([NH:18][S:19]([CH:22]([CH3:23])[CH3:24])(=[O:20])=[O:21])[CH2:12]2, predict the reactants needed to synthesize it. The reactants are: CC1(C)C(C)(C)OB([C:9]2[CH:10]=[C:11]3[C:15](=[CH:16][CH:17]=2)[CH2:14][CH:13]([NH:18][S:19]([CH:22]([CH3:24])[CH3:23])(=[O:21])=[O:20])[CH2:12]3)O1.Br[C:27]1[CH:28]=[N:29][CH:30]=[CH:31][C:32]=1[CH3:33].C(=O)([O-])[O-].[Cs+].[Cs+].C1(P(C2C=CC=CC=2)C2C=CC=CC=2)C=CC=CC=1. (4) Given the product [CH2:28]([N:12]([CH2:11][C:7]1[CH:6]=[C:5]([CH2:4][C:3]([OH:32])=[O:2])[CH:10]=[CH:9][CH:8]=1)[CH:13]1[CH2:17][CH2:16][N:15]([C:18]2[S:19][C:20]3[CH:26]=[C:25]([Cl:27])[CH:24]=[CH:23][C:21]=3[N:22]=2)[CH2:14]1)[CH2:29][CH2:30][CH3:31], predict the reactants needed to synthesize it. The reactants are: C[O:2][C:3](=[O:32])[CH2:4][C:5]1[CH:10]=[CH:9][CH:8]=[C:7]([CH2:11][N:12]([CH2:28][CH2:29][CH2:30][CH3:31])[CH:13]2[CH2:17][CH2:16][N:15]([C:18]3[S:19][C:20]4[CH:26]=[C:25]([Cl:27])[CH:24]=[CH:23][C:21]=4[N:22]=3)[CH2:14]2)[CH:6]=1.[OH-].[Na+].O1CCCC1.Cl. (5) Given the product [CH2:3]([C:2](=[CH:1][CH2:2][CH2:3][CH3:4])[CH:1]=[O:5])[CH3:4], predict the reactants needed to synthesize it. The reactants are: [CH:1](=[O:5])[CH2:2][CH2:3][CH3:4].